From a dataset of Catalyst prediction with 721,799 reactions and 888 catalyst types from USPTO. Predict which catalyst facilitates the given reaction. (1) Reactant: [F:1][C:2]1[C:3](F)=[C:4]2[O:9][CH2:8][C@H:7]([CH3:10])[N:6]3[CH:11]=[C:12]([C:17]([OH:19])=[O:18])[C:13](=[O:16])[C:14]([CH:15]=1)=[C:5]23.[CH3:21][N:22]1[CH2:27][CH2:26][NH:25][CH2:24][CH2:23]1.CC(O)C. Product: [CH3:10][C@@H:7]1[N:6]2[C:5]3[C:14]([C:13]([C:12]([C:17]([OH:19])=[O:18])=[CH:11]2)=[O:16])=[CH:15][C:2]([F:1])=[C:3]([N:25]2[CH2:26][CH2:27][N:22]([CH3:21])[CH2:23][CH2:24]2)[C:4]=3[O:9][CH2:8]1. The catalyst class is: 194. (2) Reactant: [F:1][C:2]1[CH:10]=[C:9]2[C:5]([C:6]([C:12]3[N:13]=[C:14]4[C:20]([C:21](O)=[O:22])=[CH:19][NH:18][C:15]4=[N:16][CH:17]=3)=[N:7][N:8]2[CH3:11])=[CH:4][CH:3]=1.CCN=C=NCCCN(C)C.[CH3:35][C:36]1([NH2:40])[CH2:39][O:38][CH2:37]1. Product: [F:1][C:2]1[CH:10]=[C:9]2[C:5]([C:6]([C:12]3[N:13]=[C:14]4[C:20]([C:21]([NH:40][C:36]5([CH3:35])[CH2:39][O:38][CH2:37]5)=[O:22])=[CH:19][NH:18][C:15]4=[N:16][CH:17]=3)=[N:7][N:8]2[CH3:11])=[CH:4][CH:3]=1. The catalyst class is: 239. (3) Reactant: [H-].[Na+].[F:3][C:4]([F:23])([F:22])[C:5]1[CH:6]=[C:7]([C@H:15]2[O:19][C:18](=[O:20])[NH:17][C@H:16]2[CH3:21])[CH:8]=[C:9]([C:11]([F:14])([F:13])[F:12])[CH:10]=1.Br[CH2:25][C:26]1[CH:31]=[C:30]([C:32]([F:35])([F:34])[F:33])[CH:29]=[CH:28][C:27]=1[C:36]1[CH:41]=[C:40]([CH:42]([CH3:44])[CH3:43])[C:39]([F:45])=[C:38]([OH:46])[C:37]=1[O:47][CH3:48].[NH4+].[Cl-]. Product: [F:23][C:4]([F:3])([F:22])[C:5]1[CH:6]=[C:7]([C@H:15]2[O:19][C:18](=[O:20])[N:17]([CH2:25][C:26]3[CH:31]=[C:30]([C:32]([F:33])([F:34])[F:35])[CH:29]=[CH:28][C:27]=3[C:36]3[CH:41]=[C:40]([CH:42]([CH3:44])[CH3:43])[C:39]([F:45])=[C:38]([OH:46])[C:37]=3[O:47][CH3:48])[C@H:16]2[CH3:21])[CH:8]=[C:9]([C:11]([F:12])([F:13])[F:14])[CH:10]=1. The catalyst class is: 1. (4) Reactant: [CH3:1][O:2][C:3]([C:5]1[S:9][C:8](N)=[N:7][C:6]=1[CH2:11][CH3:12])=[O:4].C[Si](C)(C)[N-][Si](C)(C)C.[Li+].[N:23]1[CH:28]=[CH:27][CH:26]=[C:25]([O:29][CH2:30][C:31]2[CH:39]=[CH:38][C:34]([C:35](O)=[O:36])=[C:33]([C:40]3[CH:45]=[CH:44][CH:43]=[CH:42][CH:41]=3)[CH:32]=2)[CH:24]=1.[C:46](N1C=CN=C1)(N1C=CN=C1)=O.[N-]1C=CN=C1.S1C=CN=C1. Product: [CH2:1]([O:2][C:3]([C:5]1[S:9][C:8]([C:35](=[O:36])[C:34]2[CH:38]=[CH:39][C:31]([CH2:30][O:29][C:25]3[CH:24]=[N:23][CH:28]=[CH:27][CH:26]=3)=[CH:32][C:33]=2[C:40]2[CH:45]=[CH:44][CH:43]=[CH:42][CH:41]=2)=[N:7][C:6]=1[CH2:11][CH3:12])=[O:4])[CH3:46]. The catalyst class is: 198. (5) Reactant: [NH:1]([C:3]1[CH:11]=[CH:10][C:6]([C:7]([OH:9])=[O:8])=[CH:5][CH:4]=1)[NH2:2].CO[CH:14](OC)[CH2:15][C:16](=O)[CH3:17]. Product: [CH3:17][C:16]1[CH:15]=[CH:14][N:1]([C:3]2[CH:4]=[CH:5][C:6]([C:7]([OH:9])=[O:8])=[CH:10][CH:11]=2)[N:2]=1. The catalyst class is: 8.